Predict the product of the given reaction. From a dataset of Forward reaction prediction with 1.9M reactions from USPTO patents (1976-2016). (1) Given the reactants [CH3:1][N:2]1[CH:6]=[C:5]([N+:7]([O-:9])=[O:8])[C:4]([C:10]([OH:12])=O)=[N:3]1.C1N=[CH:16][N:15](C(N2C=NC=C2)=O)[CH:14]=1.CNC, predict the reaction product. The product is: [CH3:14][N:15]([CH3:16])[C:10]([C:4]1[C:5]([N+:7]([O-:9])=[O:8])=[CH:6][N:2]([CH3:1])[N:3]=1)=[O:12]. (2) The product is: [CH3:10][C:11]1[CH:16]=[C:15]([CH3:17])[C:14]([N:18]2[C:25]3[N:21]([N:22]=[C:23]([C:26]4[CH:27]=[N:28][CH:29]=[CH:30][CH:31]=4)[CH:24]=3)[CH:20]=[CH:19]2)=[CH:13][C:12]=1[NH:32][C:33](=[O:50])[C:34]1[CH:39]=[C:38]([S:40]([F:45])([F:44])([F:43])([F:42])[F:41])[CH:37]=[C:36]([C:46]([F:7])([CH3:48])[CH3:47])[CH:35]=1. Given the reactants C(N(S(F)(F)[F:7])CC)C.[CH3:10][C:11]1[CH:16]=[C:15]([CH3:17])[C:14]([N:18]2[C:25]3[N:21]([N:22]=[C:23]([C:26]4[CH:27]=[N:28][CH:29]=[CH:30][CH:31]=4)[CH:24]=3)[CH:20]=[CH:19]2)=[CH:13][C:12]=1[NH:32][C:33](=[O:50])[C:34]1[CH:39]=[C:38]([S:40]([F:45])([F:44])([F:43])([F:42])[F:41])[CH:37]=[C:36]([C:46](O)([CH3:48])[CH3:47])[CH:35]=1.C(=O)(O)[O-].[Na+], predict the reaction product. (3) Given the reactants [NH2:1][C:2]1[CH:3]=[C:4]2[C:9](=[CH:10][CH:11]=1)[N:8]=[CH:7][C:6]([C:12]#[N:13])=[C:5]2[NH:14][C:15]1[CH:20]=[CH:19][C:18]([F:21])=[C:17]([Cl:22])[CH:16]=1.[C:23]1([S:29]([C:32]2[S:33][C:34]([CH:37]=O)=[CH:35][N:36]=2)(=[O:31])=[O:30])[CH:28]=[CH:27][CH:26]=[CH:25][CH:24]=1.[BH3-]C#N.[Na+], predict the reaction product. The product is: [Cl:22][C:17]1[CH:16]=[C:15]([NH:14][C:5]2[C:4]3[C:9](=[CH:10][CH:11]=[C:2]([NH:1][CH2:37][C:34]4[S:33][C:32]([S:29]([C:23]5[CH:24]=[CH:25][CH:26]=[CH:27][CH:28]=5)(=[O:31])=[O:30])=[N:36][CH:35]=4)[CH:3]=3)[N:8]=[CH:7][C:6]=2[C:12]#[N:13])[CH:20]=[CH:19][C:18]=1[F:21].